Dataset: Merck oncology drug combination screen with 23,052 pairs across 39 cell lines. Task: Regression. Given two drug SMILES strings and cell line genomic features, predict the synergy score measuring deviation from expected non-interaction effect. (1) Drug 1: O=C(CCCCCCC(=O)Nc1ccccc1)NO. Drug 2: CCc1c2c(nc3ccc(O)cc13)-c1cc3c(c(=O)n1C2)COC(=O)C3(O)CC. Cell line: PA1. Synergy scores: synergy=-15.6. (2) Drug 1: NC1CCCCC1N.O=C(O)C(=O)O.[Pt+2]. Drug 2: Cn1cc(-c2cnn3c(N)c(Br)c(C4CCCNC4)nc23)cn1. Cell line: OV90. Synergy scores: synergy=-11.1. (3) Drug 1: CS(=O)(=O)CCNCc1ccc(-c2ccc3ncnc(Nc4ccc(OCc5cccc(F)c5)c(Cl)c4)c3c2)o1. Drug 2: O=C(O)C1(Cc2cccc(Nc3nccs3)n2)CCC(Oc2cccc(Cl)c2F)CC1. Cell line: ZR751. Synergy scores: synergy=9.10.